From a dataset of Forward reaction prediction with 1.9M reactions from USPTO patents (1976-2016). Predict the product of the given reaction. (1) Given the reactants [C:1]([C:3]1[CH:8]=[CH:7][C:6]([CH:9]2[N:14]3[C:15](=[O:18])[NH:16][N:17]=[C:13]3[N:12]([C:19]3[CH:24]=[CH:23][CH:22]=[C:21]([C:25]([F:28])([F:27])[F:26])[CH:20]=3)[C:11]([CH3:29])=[C:10]2[C:30]([OH:32])=[O:31])=[CH:5][CH:4]=1)#[N:2].CN(C(ON1N=NC2C=CC=NC1=2)=[N+](C)C)C.F[P-](F)(F)(F)(F)F.[CH3:57][N:58]([CH3:62])[CH2:59][CH2:60]O, predict the reaction product. The product is: [CH3:57][N:58]([CH3:62])[CH2:59][CH2:60][O:31][C:30]([C:10]1[CH:9]([C:6]2[CH:5]=[CH:4][C:3]([C:1]#[N:2])=[CH:8][CH:7]=2)[N:14]2[C:15](=[O:18])[NH:16][N:17]=[C:13]2[N:12]([C:19]2[CH:24]=[CH:23][CH:22]=[C:21]([C:25]([F:27])([F:28])[F:26])[CH:20]=2)[C:11]=1[CH3:29])=[O:32]. (2) Given the reactants [C:1]([NH:5][C:6]([C:8]1[C:16]2[C:11](=[N:12][CH:13]=[C:14]([C:17]3[N:18]=[CH:19][N:20]4[CH:25]=[C:24]([F:26])[CH:23]=[CH:22][C:21]=34)[N:15]=2)[N:10](COCC[Si](C)(C)C)[CH:9]=1)=[O:7])([CH3:4])([CH3:3])[CH3:2].FC(F)(F)C(O)=O, predict the reaction product. The product is: [C:1]([NH:5][C:6]([C:8]1[C:16]2[C:11](=[N:12][CH:13]=[C:14]([C:17]3[N:18]=[CH:19][N:20]4[CH:25]=[C:24]([F:26])[CH:23]=[CH:22][C:21]=34)[N:15]=2)[NH:10][CH:9]=1)=[O:7])([CH3:4])([CH3:2])[CH3:3]. (3) The product is: [C:1]([O:5][C:6](=[O:19])[NH:7][C:8]1[S:9][C:10]([C:13]#[CH:14])=[CH:11][N:12]=1)([CH3:4])([CH3:3])[CH3:2]. Given the reactants [C:1]([O:5][C:6](=[O:19])[NH:7][C:8]1[S:9][C:10]([C:13]#[C:14][Si](C)(C)C)=[CH:11][N:12]=1)([CH3:4])([CH3:3])[CH3:2].C([O-])([O-])=O.[K+].[K+].O.C(OCC)(=O)C, predict the reaction product. (4) Given the reactants [CH3:1][O:2][C:3]1[C:4]([O:24][CH3:25])=[CH:5][C:6]2[C:7]3[C:15]([C:16]4[CH:23]=[CH:22][C:19]([C:20]#[N:21])=[CH:18][CH:17]=4)=[N:14][NH:13][C:8]=3[CH:9]=[N:10][C:11]=2[CH:12]=1.C(=O)([O-])[O-].[K+].[K+].[CH2:32](I)[CH3:33].O, predict the reaction product. The product is: [CH3:1][O:2][C:3]1[C:4]([O:24][CH3:25])=[CH:5][C:6]2[C:7]3[C:15]([C:16]4[CH:17]=[CH:18][C:19]([C:20]#[N:21])=[CH:22][CH:23]=4)=[N:14][N:13]([CH2:32][CH3:33])[C:8]=3[CH:9]=[N:10][C:11]=2[CH:12]=1. (5) Given the reactants [F:1][C:2]([F:30])([F:29])[O:3][C:4]1[CH:9]=[CH:8][C:7]([N:10]2[CH:14]=[N:13][C:12]([C:15]3[CH:20]=[CH:19][C:18]([CH:21]([CH3:28])[CH2:22][C:23]([O:25]CC)=[O:24])=[CH:17][CH:16]=3)=[N:11]2)=[CH:6][CH:5]=1.[OH-].[Na+].Cl, predict the reaction product. The product is: [F:30][C:2]([F:1])([F:29])[O:3][C:4]1[CH:9]=[CH:8][C:7]([N:10]2[CH:14]=[N:13][C:12]([C:15]3[CH:20]=[CH:19][C:18]([CH:21]([CH3:28])[CH2:22][C:23]([OH:25])=[O:24])=[CH:17][CH:16]=3)=[N:11]2)=[CH:6][CH:5]=1. (6) Given the reactants [CH3:1][C@H:2]1[CH2:7][N:6]2[N:8]=[CH:9][C:10]([N:11]3[CH2:16][C:15]([CH3:25])([C:17]([N:19]4[CH2:24][CH2:23][O:22][CH2:21][CH2:20]4)=[O:18])[CH2:14][O:13][C:12]3=[O:26])=[C:5]2[CH2:4][N:3]1[C:27]([O:29]C(C)(C)C)=O.C(O)(C(F)(F)F)=O.CCN(C(C)C)C(C)C.[F:50][C:51]1[CH:52]=[C:53]([NH:59]C(=O)OC2C=CC=CC=2)[CH:54]=[C:55]([F:58])[C:56]=1[F:57], predict the reaction product. The product is: [CH3:1][C@H:2]1[CH2:7][N:6]2[N:8]=[CH:9][C:10]([N:11]3[CH2:16][C:15]([CH3:25])([C:17]([N:19]4[CH2:24][CH2:23][O:22][CH2:21][CH2:20]4)=[O:18])[CH2:14][O:13][C:12]3=[O:26])=[C:5]2[CH2:4][N:3]1[C:27]([NH:59][C:53]1[CH:52]=[C:51]([F:50])[C:56]([F:57])=[C:55]([F:58])[CH:54]=1)=[O:29]. (7) Given the reactants [CH:1]([C:3]1[CH:10]=[CH:9][C:6]([CH:7]=[CH2:8])=[CH:5][CH:4]=1)=O.[CH2:11]([O:13][CH:14]([O:24][CH2:25][CH3:26])[CH2:15][NH:16][CH2:17][CH2:18][CH2:19][CH2:20][CH2:21][CH2:22][NH2:23])[CH3:12].[BH4-].[Na+], predict the reaction product. The product is: [CH:7]([C:6]1[CH:9]=[CH:10][C:3]([CH2:1][NH:23][CH2:22][CH2:21][CH2:20][CH2:19][CH2:18][CH2:17][NH:16][CH2:15][CH:14]([O:13][CH2:11][CH3:12])[O:24][CH2:25][CH3:26])=[CH:4][CH:5]=1)=[CH2:8]. (8) Given the reactants C(=O)([O-])[O-].[K+].[K+].[Cl:7][C:8]1[C:16]([Cl:17])=[C:15]2[C:11]([CH2:12][C:13]([CH:20]3[CH2:24][CH2:23][CH2:22][CH2:21]3)([CH3:19])[C:14]2=[O:18])=[CH:10][C:9]=1[OH:25].Br[CH2:27][CH2:28][CH2:29][CH2:30][C:31]#[N:32], predict the reaction product. The product is: [Cl:7][C:8]1[C:16]([Cl:17])=[C:15]2[C:11]([CH2:12][C:13]([CH:20]3[CH2:24][CH2:23][CH2:22][CH2:21]3)([CH3:19])[C:14]2=[O:18])=[CH:10][C:9]=1[O:25][CH2:27][CH2:28][CH2:29][CH2:30][C:31]#[N:32]. (9) Given the reactants [BH-](OC(C)=O)(OC(C)=O)OC(C)=O.[Na+].O=[C:16]1[CH2:21][CH2:20][CH:19]([CH:22]([NH:26][C:27]([C:29]2[C:38]([NH:39][C:40]([NH:42][C:43]3[C:48]([CH3:49])=[CH:47][C:46]([CH3:50])=[CH:45][C:44]=3[CH3:51])=[O:41])=[CH:37][C:36]3[C:31](=[CH:32][CH:33]=[CH:34][CH:35]=3)[CH:30]=2)=[O:28])[C:23]([OH:25])=[O:24])[CH2:18][CH2:17]1.[NH:52]1[CH2:57][CH2:56][O:55][CH2:54][CH2:53]1, predict the reaction product. The product is: [N:52]1([CH:16]2[CH2:21][CH2:20][CH:19]([CH:22]([NH:26][C:27]([C:29]3[C:38]([NH:39][C:40]([NH:42][C:43]4[C:44]([CH3:51])=[CH:45][C:46]([CH3:50])=[CH:47][C:48]=4[CH3:49])=[O:41])=[CH:37][C:36]4[C:31](=[CH:32][CH:33]=[CH:34][CH:35]=4)[CH:30]=3)=[O:28])[C:23]([OH:25])=[O:24])[CH2:18][CH2:17]2)[CH2:57][CH2:56][O:55][CH2:54][CH2:53]1.